Dataset: Peptide-MHC class I binding affinity with 185,985 pairs from IEDB/IMGT. Task: Regression. Given a peptide amino acid sequence and an MHC pseudo amino acid sequence, predict their binding affinity value. This is MHC class I binding data. (1) The peptide sequence is KGQASRAVI. The MHC is H-2-Kd with pseudo-sequence H-2-Kd. The binding affinity (normalized) is 0.464. (2) The peptide sequence is KPKLARGEL. The MHC is HLA-A26:01 with pseudo-sequence HLA-A26:01. The binding affinity (normalized) is 0.0847. (3) The peptide sequence is IVAQGIAAL. The MHC is HLA-A02:01 with pseudo-sequence HLA-A02:01. The binding affinity (normalized) is 0.728. (4) The peptide sequence is QTHFPQFYW. The MHC is HLA-A03:01 with pseudo-sequence HLA-A03:01. The binding affinity (normalized) is 0.0261. (5) The peptide sequence is IREDCPTDW. The MHC is Mamu-B17 with pseudo-sequence Mamu-B17. The binding affinity (normalized) is 0.522.